This data is from NCI-60 drug combinations with 297,098 pairs across 59 cell lines. The task is: Regression. Given two drug SMILES strings and cell line genomic features, predict the synergy score measuring deviation from expected non-interaction effect. (1) Drug 1: CCCS(=O)(=O)NC1=C(C(=C(C=C1)F)C(=O)C2=CNC3=C2C=C(C=N3)C4=CC=C(C=C4)Cl)F. Drug 2: COC1=C2C(=CC3=C1OC=C3)C=CC(=O)O2. Cell line: MDA-MB-231. Synergy scores: CSS=-2.43, Synergy_ZIP=1.17, Synergy_Bliss=-2.88, Synergy_Loewe=-5.31, Synergy_HSA=-4.93. (2) Cell line: SK-MEL-5. Drug 1: C1C(C(OC1N2C=C(C(=O)NC2=O)F)CO)O. Drug 2: C1=NC2=C(N=C(N=C2N1C3C(C(C(O3)CO)O)F)Cl)N. Synergy scores: CSS=11.0, Synergy_ZIP=-3.37, Synergy_Bliss=0.206, Synergy_Loewe=-5.06, Synergy_HSA=1.58. (3) Drug 1: CN(C)C1=NC(=NC(=N1)N(C)C)N(C)C. Drug 2: CNC(=O)C1=NC=CC(=C1)OC2=CC=C(C=C2)NC(=O)NC3=CC(=C(C=C3)Cl)C(F)(F)F. Cell line: LOX IMVI. Synergy scores: CSS=35.8, Synergy_ZIP=1.19, Synergy_Bliss=2.96, Synergy_Loewe=-16.9, Synergy_HSA=5.01. (4) Drug 1: C1CC(C1)(C(=O)O)C(=O)O.[NH2-].[NH2-].[Pt+2]. Drug 2: CC(C)(C#N)C1=CC(=CC(=C1)CN2C=NC=N2)C(C)(C)C#N. Cell line: KM12. Synergy scores: CSS=-3.63, Synergy_ZIP=-1.42, Synergy_Bliss=-6.59, Synergy_Loewe=-8.75, Synergy_HSA=-8.13. (5) Drug 1: CC1=C(C=C(C=C1)NC(=O)C2=CC=C(C=C2)CN3CCN(CC3)C)NC4=NC=CC(=N4)C5=CN=CC=C5. Drug 2: CNC(=O)C1=NC=CC(=C1)OC2=CC=C(C=C2)NC(=O)NC3=CC(=C(C=C3)Cl)C(F)(F)F. Cell line: MCF7. Synergy scores: CSS=-4.57, Synergy_ZIP=3.30, Synergy_Bliss=0.765, Synergy_Loewe=-1.10, Synergy_HSA=-4.39. (6) Drug 1: CC1=C2C(C(=O)C3(C(CC4C(C3C(C(C2(C)C)(CC1OC(=O)C(C(C5=CC=CC=C5)NC(=O)OC(C)(C)C)O)O)OC(=O)C6=CC=CC=C6)(CO4)OC(=O)C)O)C)O. Drug 2: CS(=O)(=O)OCCCCOS(=O)(=O)C. Cell line: NCI-H322M. Synergy scores: CSS=16.6, Synergy_ZIP=-3.24, Synergy_Bliss=-2.69, Synergy_Loewe=15.0, Synergy_HSA=-3.33.